This data is from Catalyst prediction with 721,799 reactions and 888 catalyst types from USPTO. The task is: Predict which catalyst facilitates the given reaction. (1) Reactant: [NH2:1][C:2]1[NH:6][N:5]=[C:4]([C:7]2[S:8][CH:9]=[CH:10][CH:11]=2)[CH:3]=1.[Br:12]N1C(=O)CCC1=O. Product: [Br:12][C:3]1[C:4]([C:7]2[S:8][CH:9]=[CH:10][CH:11]=2)=[N:5][NH:6][C:2]=1[NH2:1]. The catalyst class is: 1. (2) Reactant: [CH3:1][O:2][C:3]1[CH:8]=[CH:7][C:6]([C@H:9]2[O:14][C@@H:13]([CH2:15][OH:16])[C:12]([CH3:18])([CH3:17])[CH2:11][O:10]2)=[CH:5][CH:4]=1.[N+:19]([C:22]1[CH:30]=[CH:29][C:25]([C:26](Cl)=[O:27])=[CH:24][CH:23]=1)([O-:21])=[O:20]. Product: [N+:19]([C:22]1[CH:23]=[CH:24][C:25]([C:26]([O:16][CH2:15][C@H:13]2[C:12]([CH3:18])([CH3:17])[CH2:11][O:10][C@@H:9]([C:6]3[CH:5]=[CH:4][C:3]([O:2][CH3:1])=[CH:8][CH:7]=3)[O:14]2)=[O:27])=[CH:29][CH:30]=1)([O-:21])=[O:20]. The catalyst class is: 2. (3) Reactant: [F:1][C:2]([F:9])([F:8])[C:3]1([CH2:6][OH:7])[CH2:5][CH2:4]1.[C:10]1([CH3:20])[CH:15]=[CH:14][C:13]([S:16](Cl)(=[O:18])=[O:17])=[CH:12][CH:11]=1. Product: [CH3:20][C:10]1[CH:15]=[CH:14][C:13]([S:16]([O:7][CH2:6][C:3]2([C:2]([F:9])([F:8])[F:1])[CH2:5][CH2:4]2)(=[O:18])=[O:17])=[CH:12][CH:11]=1. The catalyst class is: 172.